This data is from Forward reaction prediction with 1.9M reactions from USPTO patents (1976-2016). The task is: Predict the product of the given reaction. (1) Given the reactants [CH2:1]([NH:5][N:6]1[CH:10]=[CH:9][CH:8]=[CH:7]1)[CH2:2][CH2:3][CH3:4].[CH2:11]([O:13][C:14](=[O:26])[CH:15]([C:21](OCC)=[O:22])[C:16](OCC)=[O:17])[CH3:12], predict the reaction product. The product is: [CH2:11]([O:13][C:14]([C:15]1[C:16](=[O:17])[N:5]([CH2:1][CH2:2][CH2:3][CH3:4])[N:6]2[CH:10]=[CH:9][CH:8]=[C:7]2[C:21]=1[OH:22])=[O:26])[CH3:12]. (2) Given the reactants Cl.[Cl:2][C:3]1[CH:4]=[CH:5][C:6]([S:11]([CH2:14][CH3:15])(=[O:13])=[O:12])=[C:7]([CH:10]=1)[CH2:8][NH2:9].[Cl:16][C:17]1[CH:18]=[C:19]([CH:23]=[C:24]([C:39]([F:42])([F:41])[F:40])[C:25]=1[CH2:26][N:27]1[CH2:30][C:29]([NH:31][C:32]([O:34][C:35]([CH3:38])([CH3:37])[CH3:36])=[O:33])=[CH:28]1)[C:20](O)=[O:21].CC(OC(N1CCN(CC2C=CC(C([O-])=O)=CC=2C(F)(F)F)CC1)=O)(C)C, predict the reaction product. The product is: [Cl:16][C:17]1[CH:18]=[C:19]([C:20](=[O:21])[NH:9][CH2:8][C:7]2[CH:10]=[C:3]([Cl:2])[CH:4]=[CH:5][C:6]=2[S:11]([CH2:14][CH3:15])(=[O:13])=[O:12])[CH:23]=[C:24]([C:39]([F:41])([F:40])[F:42])[C:25]=1[CH2:26][N:27]1[CH2:28][CH:29]([NH:31][C:32](=[O:33])[O:34][C:35]([CH3:37])([CH3:36])[CH3:38])[CH2:30]1. (3) Given the reactants Cl[C:2]1[CH:11]=[CH:10][C:9]2[C:4](=[C:5]([C:15]3[C:24]4[C:19](=[CH:20][CH:21]=[CH:22][CH:23]=4)[CH:18]=[CH:17][CH:16]=3)[CH:6]=[C:7]([N+:12]([O-:14])=[O:13])[CH:8]=2)[N:3]=1.[CH2:25]([O:27][P:28]([CH2:33][NH2:34])(=[O:32])[O:29][CH2:30][CH3:31])[CH3:26].C([O-])([O-])=O.[Cs+].[Cs+], predict the reaction product. The product is: [CH2:25]([O:27][P:28]([CH2:33][NH:34][C:2]1[CH:11]=[CH:10][C:9]2[C:4](=[C:5]([C:15]3[C:24]4[C:19](=[CH:20][CH:21]=[CH:22][CH:23]=4)[CH:18]=[CH:17][CH:16]=3)[CH:6]=[C:7]([N+:12]([O-:14])=[O:13])[CH:8]=2)[N:3]=1)(=[O:32])[O:29][CH2:30][CH3:31])[CH3:26]. (4) Given the reactants [CH2:1]([O:4][C:5]1([CH3:50])[CH2:10][CH2:9][N:8]([C:11]2[N:16]3[CH:17]=[C:18]([C:20]4[CH:21]=[C:22]([C:26]5[CH:31]=[C:30]([CH3:32])[CH:29]=[CH:28][C:27]=5[O:33][C@H:34]([CH2:36]C=C)[CH3:35])[CH:23]=[CH:24][CH:25]=4)[N:19]=[C:15]3[CH:14]=[C:13]([CH3:39])[C:12]=2[C@H:40]([O:45][C:46]([CH3:49])([CH3:48])[CH3:47])[C:41]([O:43][CH3:44])=[O:42])[CH2:7][CH2:6]1)[CH:2]=[CH2:3].C(O[C@@H](C1C(C)=CC2=NC3=CN2C=1N1CCC(C)(OCC=CC[C@H](C)OC2C=C(F)C=CC=2C2C=C3C=CC=2)CC1)C(O)=O)(C)(C)C, predict the reaction product. The product is: [C:46]([O:45][C@@H:40]([C:12]1[C:13]([CH3:39])=[CH:14][C:15]2=[N:19][C:18]3=[CH:17][N:16]2[C:11]=1[N:8]1[CH2:9][CH2:10][C:5]([CH3:50])([O:4][CH2:1][CH:2]=[CH:3][CH2:35][C@H:34]([CH3:36])[O:33][C:27]2[CH:28]=[CH:29][C:30]([CH3:32])=[CH:31][C:26]=2[C:22]2[CH:21]=[C:20]3[CH:25]=[CH:24][CH:23]=2)[CH2:6][CH2:7]1)[C:41]([O:43][CH3:44])=[O:42])([CH3:48])([CH3:47])[CH3:49]. (5) Given the reactants [CH2:1]([O:8][C:9]1[CH:14]=[CH:13][C:12]([CH:15]([C:21]([CH3:23])=O)[C:16]([O:18]CC)=O)=[CH:11][CH:10]=1)[C:2]1[CH:7]=[CH:6][CH:5]=[CH:4][CH:3]=1.[N:24]1[C:28]2[CH:29]=[CH:30][CH:31]=[CH:32][C:27]=2[NH:26][C:25]=1[CH2:33][C:34]#[N:35].C([O-])(=O)C.[NH4+], predict the reaction product. The product is: [CH2:1]([O:8][C:9]1[CH:10]=[CH:11][C:12]([C:15]2[C:16](=[O:18])[N:24]3[C:25]([NH:26][C:27]4[CH:32]=[CH:31][CH:30]=[CH:29][C:28]=43)=[C:33]([C:34]#[N:35])[C:21]=2[CH3:23])=[CH:13][CH:14]=1)[C:2]1[CH:3]=[CH:4][CH:5]=[CH:6][CH:7]=1. (6) Given the reactants [B-](F)(F)(F)[CH:2]=[CH2:3].[K+].Cl[C:9]1[C:10]([O:19][C@H:20]2[CH2:24][N:23]([C:25](=[O:46])[C@H:26]([CH:41]3[CH2:45][CH2:44][CH2:43][CH2:42]3)[NH:27][C:28]([N:30]3[CH2:34][CH2:33][C@H:32]([O:35][CH2:36][CH2:37][CH2:38][CH:39]=[CH2:40])[CH2:31]3)=[O:29])[C@H:22]([C:47]([O:49][CH3:50])=[O:48])[CH2:21]2)=[N:11][C:12]2[C:17]([N:18]=1)=[CH:16][CH:15]=[CH:14][CH:13]=2, predict the reaction product. The product is: [CH:41]1([C@H:26]([NH:27][C:28]([N:30]2[CH2:34][CH2:33][C@H:32]([O:35][CH2:36][CH2:37][CH2:38][CH:39]=[CH2:40])[CH2:31]2)=[O:29])[C:25]([N:23]2[CH2:24][C@H:20]([O:19][C:10]3[C:9]([CH:2]=[CH2:3])=[N:18][C:17]4[C:12](=[CH:13][CH:14]=[CH:15][CH:16]=4)[N:11]=3)[CH2:21][C@H:22]2[C:47]([O:49][CH3:50])=[O:48])=[O:46])[CH2:45][CH2:44][CH2:43][CH2:42]1. (7) Given the reactants [C:1]([O:5][C:6]([N:8]1[C:13]2[CH:14]=[C:15]([Cl:26])[C:16]([O:18]CC3C=CC=CC=3)=[CH:17][C:12]=2[O:11][CH:10]([C:27]([N:29]2[CH2:34][CH2:33][C:32]([C:43]#[N:44])([CH2:35][C:36]3[CH:41]=[CH:40][C:39]([F:42])=[CH:38][CH:37]=3)[CH2:31][CH2:30]2)=[O:28])[CH2:9]1)=[O:7])([CH3:4])([CH3:3])[CH3:2], predict the reaction product. The product is: [C:1]([O:5][C:6]([N:8]1[C:13]2[CH:14]=[C:15]([Cl:26])[C:16]([OH:18])=[CH:17][C:12]=2[O:11][CH:10]([C:27]([N:29]2[CH2:34][CH2:33][C:32]([C:43]#[N:44])([CH2:35][C:36]3[CH:37]=[CH:38][C:39]([F:42])=[CH:40][CH:41]=3)[CH2:31][CH2:30]2)=[O:28])[CH2:9]1)=[O:7])([CH3:4])([CH3:2])[CH3:3].